Dataset: Forward reaction prediction with 1.9M reactions from USPTO patents (1976-2016). Task: Predict the product of the given reaction. Given the reactants [CH2:1](Br)[CH:2]=[CH2:3].O[C:6]1[CH:7]=[C:8]2[C:13](=[CH:14][CH:15]=1)[C:12](=[O:16])[CH2:11][CH2:10][CH2:9]2.[C:17](=[O:20])([O-])[O-].[K+].[K+].[CH3:23]N(C)C=O, predict the reaction product. The product is: [CH2:1]([O:16][C:12]1[CH:13]=[C:8]2[C:9](=[CH:10][CH:11]=1)[C:17](=[O:20])[C:15]([CH3:14])([CH3:23])[CH2:6][CH2:7]2)[CH:2]=[CH2:3].